This data is from Forward reaction prediction with 1.9M reactions from USPTO patents (1976-2016). The task is: Predict the product of the given reaction. (1) Given the reactants Cl[C:2]1C=[C:11]([NH:13][C:14]2[CH:23]=[CH:22][C:21]3[C:16](=[CH:17][CH:18]=[CH:19][CH:20]=3)[CH:15]=2)[C:5]([C:6]([O:8][CH2:9][CH3:10])=[O:7])=[CH:4][N:3]=1.COS(OC)(=O)=O.C(N(CC)CC)C.CC(O)=O.[CH3:42][CH2:43][OH:44], predict the reaction product. The product is: [CH3:2][N:3]1[C:43](=[O:44])[CH:42]=[C:11]([NH:13][C:14]2[CH:23]=[CH:22][C:21]3[C:16](=[CH:17][CH:18]=[CH:19][CH:20]=3)[CH:15]=2)[C:5]([C:6]([O:8][CH2:9][CH3:10])=[O:7])=[CH:4]1. (2) Given the reactants Cl[CH2:2][C:3]([NH:5][C:6]1[C:11]([CH3:12])=[CH:10][CH:9]=[CH:8][C:7]=1[CH3:13])=[O:4].[NH:14]1[CH2:19][CH2:18][NH:17][CH2:16][CH2:15]1.CO, predict the reaction product. The product is: [CH3:13][C:7]1[CH:8]=[CH:9][CH:10]=[C:11]([CH3:12])[C:6]=1[NH:5][C:3](=[O:4])[CH2:2][N:14]1[CH2:19][CH2:18][NH:17][CH2:16][CH2:15]1. (3) The product is: [NH:7]1[C:8]2[C:4](=[CH:3][C:2]([C:40]#[C:39][C:37]([CH3:38])([OH:41])[CH3:36])=[CH:10][CH:9]=2)[CH:5]=[CH:6]1. Given the reactants I[C:2]1[CH:3]=[C:4]2[C:8](=[CH:9][CH:10]=1)[NH:7][CH:6]=[CH:5]2.C1(P(C2C=CC=CC=2)C2C=CC=CC=2)C=CC=CC=1.C(=O)([O-])[O-].[K+].[K+].[CH3:36][C:37]([OH:41])([C:39]#[CH:40])[CH3:38], predict the reaction product.